From a dataset of Full USPTO retrosynthesis dataset with 1.9M reactions from patents (1976-2016). Predict the reactants needed to synthesize the given product. (1) Given the product [CH:1]1([C:4]2[C:5]([O:15][CH2:16][CH:17]3[CH2:22][CH2:21][N:20]([CH2:23][C:24]4[CH:29]=[C:28]([Cl:30])[CH:27]=[C:26]([Cl:31])[C:25]=4[C:34]#[N:35])[CH2:19][CH2:18]3)=[CH:6][C:7]([F:14])=[C:8]([CH:13]=2)[C:9]([O:11][CH3:12])=[O:10])[CH2:3][CH2:2]1, predict the reactants needed to synthesize it. The reactants are: [CH:1]1([C:4]2[C:5]([O:15][CH2:16][CH:17]3[CH2:22][CH2:21][N:20]([CH2:23][C:24]4[CH:29]=[C:28]([Cl:30])[CH:27]=[C:26]([Cl:31])[C:25]=4I)[CH2:19][CH2:18]3)=[CH:6][C:7]([F:14])=[C:8]([CH:13]=2)[C:9]([O:11][CH3:12])=[O:10])[CH2:3][CH2:2]1.[Cu](C#N)[C:34]#[N:35]. (2) Given the product [F:1][C:2]1[CH:7]=[CH:6][C:5]([CH2:8][CH2:9][O:10][C:22]2[C:21]3[C:26](=[CH:27][CH:28]=[C:19]([CH:18]=[O:34])[CH:20]=3)[N:25]=[CH:24][CH:23]=2)=[CH:4][CH:3]=1, predict the reactants needed to synthesize it. The reactants are: [F:1][C:2]1[CH:7]=[CH:6][C:5]([CH2:8][CH2:9][OH:10])=[CH:4][CH:3]=1.[H-].[Na+].C(N=[CH:18][C:19]1[CH:20]=[C:21]2[C:26](=[CH:27][CH:28]=1)[N:25]=[CH:24][CH:23]=[C:22]2Cl)CCC.CN(C=[O:34])C. (3) Given the product [CH:1]12[CH2:8][CH2:7][CH:4]([CH2:5][CH2:6]1)[CH2:3][CH:2]2[OH:9], predict the reactants needed to synthesize it. The reactants are: [CH:1]12[CH2:8][CH2:7][CH:4]([CH:5]=[CH:6]1)[CH2:3][C:2]2=[O:9]. (4) Given the product [NH2:34][CH2:20][CH2:19][CH2:18][C:14]1[C:15]([CH3:17])=[CH:16][C:11]([CH2:10][CH2:9][C:8]([C:6]2[S:7][C:3]([CH2:1][CH3:2])=[C:4]3[CH2:31][C:30]([CH3:33])([CH3:32])[CH2:29][CH2:28][C:5]=23)=[O:27])=[CH:12][C:13]=1[CH3:26], predict the reactants needed to synthesize it. The reactants are: [CH2:1]([C:3]1[S:7][C:6]([C:8](=[O:27])[CH2:9][CH2:10][C:11]2[CH:16]=[C:15]([CH3:17])[C:14]([CH2:18][CH2:19][CH2:20]OS(C)(=O)=O)=[C:13]([CH3:26])[CH:12]=2)=[C:5]2[CH2:28][CH2:29][C:30]([CH3:33])([CH3:32])[CH2:31][C:4]=12)[CH3:2].[NH3:34].